Task: Predict the reactants needed to synthesize the given product.. Dataset: Full USPTO retrosynthesis dataset with 1.9M reactions from patents (1976-2016) Given the product [C:1]([NH:4][C:5]1[S:6][CH:7]=[C:8]([CH2:10][CH2:11][C:12]2[CH:17]=[CH:16][C:15]([CH2:18][C:19]([O:21][CH3:22])=[O:20])=[CH:14][CH:13]=2)[N:9]=1)(=[O:3])[CH3:2], predict the reactants needed to synthesize it. The reactants are: [C:1]([NH:4][C:5]1[S:6][CH:7]=[C:8]([CH2:10][CH2:11][C:12]2[CH:17]=[CH:16][C:15]([CH2:18][C:19]([OH:21])=[O:20])=[CH:14][CH:13]=2)[N:9]=1)(=[O:3])[CH3:2].[C:22](Cl)(=O)C(Cl)=O.